From a dataset of Reaction yield outcomes from USPTO patents with 853,638 reactions. Predict the reaction yield, written as a fraction of the theoretical maximum amount of product (1.0 means a 100% yield; for example, 0.34 means a 34% yield). (1) The reactants are [OH:1][N:2]1[C:6](=[O:7])[C:5]2=[CH:8][CH:9]=[CH:10][CH:11]=[C:4]2[C:3]1=[O:12].[CH:13]1([CH2:16]O)[CH2:15][CH2:14]1. No catalyst specified. The product is [CH:13]1([CH2:16][O:1][N:2]2[C:3](=[O:12])[C:4]3[C:5](=[CH:8][CH:9]=[CH:10][CH:11]=3)[C:6]2=[O:7])[CH2:15][CH2:14]1. The yield is 0.870. (2) The reactants are [CH2:1]([NH:3][C:4]([NH2:6])=[O:5])[CH3:2].[C:7](OCC)(=[O:14])[CH2:8][C:9](OCC)=[O:10].[O-]CC.[Na+]. The catalyst is C(O)C. The product is [CH2:1]([N:3]1[C:9](=[O:10])[CH2:8][C:7](=[O:14])[NH:6][C:4]1=[O:5])[CH3:2]. The yield is 0.310. (3) The reactants are [H-].[Na+].[Br:3][C:4]1[CH:5]=[C:6]2[C:10](=[CH:11][CH:12]=1)[NH:9][N:8]=[C:7]2[CH:13]=[O:14].[CH3:15][Si:16]([CH2:19][CH2:20][O:21][CH2:22]Cl)([CH3:18])[CH3:17]. The catalyst is CN(C=O)C. The product is [Br:3][C:4]1[CH:5]=[C:6]2[C:10](=[CH:11][CH:12]=1)[N:9]([CH2:22][O:21][CH2:20][CH2:19][Si:16]([CH3:18])([CH3:17])[CH3:15])[N:8]=[C:7]2[CH:13]=[O:14]. The yield is 1.00. (4) The reactants are [NH2:1][C:2]1N=[CH:6][C:5]([C:8]2[N:9]([CH:26]3[CH2:29][CH2:28]C3)[C:10]3[C:15]([C:16]=2[C:17]#[N:18])=[CH:14][CH:13]=[C:12]([O:19][C:20]2[N:25]=[CH:24][CH:23]=[CH:22][N:21]=2)[CH:11]=3)=[CH:4][CH:3]=1.C1C([N+]([O-])=O)=CC=C([Cl-][C:40]([O-])=[O:41])C=1.[CH:43]1([C@H:46]([OH:48])[CH3:47])[CH2:45][CH2:44]1.N1C=CC=C[CH:50]=1. The catalyst is O.C(Cl)Cl. The product is [CH:43]1([C@H:46]([O:48][C:40](=[O:41])[NH:1][C:2]2[CH:3]=[CH:4][C:5]([C:8]3[N:9]([CH:26]4[CH2:29][CH2:28]4)[C:10]4[C:15]([C:16]=3[C:17]#[N:18])=[CH:14][CH:13]=[C:12]([O:19][C:20]3[N:21]=[CH:22][CH:23]=[CH:24][N:25]=3)[CH:11]=4)=[CH:6][CH:50]=2)[CH3:47])[CH2:45][CH2:44]1. The yield is 0.170. (5) The reactants are C(O[C:5](=[O:7])[CH3:6])(=O)C.Cl.[NH2:9][CH2:10][C:11]1[CH:12]=[C:13]([B:17]([OH:19])[OH:18])[CH:14]=[CH:15][CH:16]=1.CCN(C(C)C)C(C)C. The catalyst is C(Cl)Cl. The product is [C:5]([NH:9][CH2:10][C:11]1[CH:12]=[C:13]([B:17]([OH:19])[OH:18])[CH:14]=[CH:15][CH:16]=1)(=[O:7])[CH3:6]. The yield is 0.230. (6) The reactants are [F:1][C:2]([F:44])([F:43])[C:3]1[CH:4]=[C:5]([CH:36]=[C:37]([C:39]([F:42])([F:41])[F:40])[CH:38]=1)[CH2:6][N:7]([CH2:15][C:16]1[CH:17]=[C:18]2[CH:33]=[N:32][N:31]([CH2:34][CH3:35])[C:19]2=[N:20][C:21]=1[N:22]([CH2:27][CH:28]1[CH2:30][CH2:29]1)[CH2:23][CH:24]1[CH2:26][CH2:25]1)[C:8]1[N:13]=[CH:12][C:11](Br)=[CH:10][N:9]=1.CC(C)([O-])C.[Na+].[NH:51]1[CH2:56][CH2:55][O:54][CH2:53][CH2:52]1.[C:57]1(C)[CH:62]=[CH:61][CH:60]=[CH:59][CH:58]=1. The catalyst is C1C=CC(/C=C/C(/C=C/C2C=CC=CC=2)=O)=CC=1.C1C=CC(/C=C/C(/C=C/C2C=CC=CC=2)=O)=CC=1.C1C=CC(/C=C/C(/C=C/C2C=CC=CC=2)=O)=CC=1.[Pd].[Pd]. The product is [F:1][C:2]([F:44])([F:43])[C:3]1[CH:4]=[C:5]([CH:36]=[C:37]([C:39]([F:42])([F:41])[F:40])[CH:38]=1)[CH2:6][N:7]([CH2:15][C:16]1[CH:17]=[C:18]2[CH:33]=[N:32][N:31]([CH2:34][CH3:35])[C:19]2=[N:20][C:21]=1[N:22]([CH2:27][CH:28]1[CH2:30][CH2:29]1)[CH2:23][CH:24]1[CH2:26][CH2:25]1)[C:8]1[N:13]=[CH:12][C:11]([C:57]2[CH:62]=[CH:61][C:60]([N:51]3[CH2:56][CH2:55][O:54][CH2:53][CH2:52]3)=[CH:59][CH:58]=2)=[CH:10][N:9]=1. The yield is 0.400.